From a dataset of Full USPTO retrosynthesis dataset with 1.9M reactions from patents (1976-2016). Predict the reactants needed to synthesize the given product. (1) Given the product [CH3:9][C:10]1[CH:11]=[C:12]([N+:17]([O-:19])=[O:18])[C:13]([NH:2][CH2:3][C:4]([O:6][CH2:7][CH3:8])=[O:5])=[N:14][CH:15]=1, predict the reactants needed to synthesize it. The reactants are: Cl.[NH2:2][CH2:3][C:4]([O:6][CH2:7][CH3:8])=[O:5].[CH3:9][C:10]1[CH:11]=[C:12]([N+:17]([O-:19])=[O:18])[C:13](Cl)=[N:14][CH:15]=1.C(N(CC)CC)C. (2) Given the product [CH2:11]([O:13][C:14]([C:15]1[S:9][C:8]([NH:7][C:1]2[CH:6]=[CH:5][CH:4]=[CH:3][CH:2]=2)=[N:10][C:16]=1[CH3:17])=[O:20])[CH3:12], predict the reactants needed to synthesize it. The reactants are: [C:1]1([NH:7][C:8]([NH2:10])=[S:9])[CH:6]=[CH:5][CH:4]=[CH:3][CH:2]=1.[CH2:11]([O:13][C:14](=[O:20])[CH:15](Cl)[C:16](=O)[CH3:17])[CH3:12]. (3) Given the product [Br:1][C:2]1[C:3]([N:23]([CH3:28])[S:24]([CH3:27])(=[O:25])=[O:26])=[CH:4][C:5]2[O:9][C:8]([C:10]3[CH:15]=[CH:14][C:13]([F:16])=[CH:12][C:11]=3[F:17])=[C:7]([C:18]([NH:20][CH3:21])=[O:19])[C:6]=2[CH:22]=1, predict the reactants needed to synthesize it. The reactants are: [Br:1][C:2]1[C:3]([NH:23][S:24]([CH3:27])(=[O:26])=[O:25])=[CH:4][C:5]2[O:9][C:8]([C:10]3[CH:15]=[CH:14][C:13]([F:16])=[CH:12][C:11]=3[F:17])=[C:7]([C:18]([NH:20][CH3:21])=[O:19])[C:6]=2[CH:22]=1.[C:28]([O-])([O-])=O.[K+].[K+].N[C@H](C(O)=O)CCSC. (4) Given the product [CH3:33][O:32][C:27]1[CH:26]=[C:25]([O:34][CH3:35])[CH:24]=[C:23]2[C:28]=1[C:29](=[O:31])[NH:30][C:21]([C:16]1[C:15]([NH:14][CH:11]3[CH2:12][CH2:13][NH:8][CH2:9][CH2:10]3)=[CH:20][CH:19]=[CH:18][N:17]=1)=[N:22]2, predict the reactants needed to synthesize it. The reactants are: C([N:8]1[CH2:13][CH2:12][CH:11]([NH:14][C:15]2[C:16]([C:21]3[NH:30][C:29](=[O:31])[C:28]4[C:23](=[CH:24][C:25]([O:34][CH3:35])=[CH:26][C:27]=4[O:32][CH3:33])[N:22]=3)=[N:17][CH:18]=[CH:19][CH:20]=2)[CH2:10][CH2:9]1)C1C=CC=CC=1.